This data is from NCI-60 drug combinations with 297,098 pairs across 59 cell lines. The task is: Regression. Given two drug SMILES strings and cell line genomic features, predict the synergy score measuring deviation from expected non-interaction effect. (1) Drug 1: CC1C(C(CC(O1)OC2CC(CC3=C2C(=C4C(=C3O)C(=O)C5=C(C4=O)C(=CC=C5)OC)O)(C(=O)CO)O)N)O.Cl. Drug 2: CC12CCC3C(C1CCC2OP(=O)(O)O)CCC4=C3C=CC(=C4)OC(=O)N(CCCl)CCCl.[Na+]. Cell line: HOP-92. Synergy scores: CSS=-1.33, Synergy_ZIP=1.99, Synergy_Bliss=2.02, Synergy_Loewe=-3.39, Synergy_HSA=-1.11. (2) Drug 1: CN(C)N=NC1=C(NC=N1)C(=O)N. Drug 2: CCCCCOC(=O)NC1=NC(=O)N(C=C1F)C2C(C(C(O2)C)O)O. Cell line: MOLT-4. Synergy scores: CSS=19.3, Synergy_ZIP=-2.35, Synergy_Bliss=2.56, Synergy_Loewe=1.33, Synergy_HSA=3.61. (3) Drug 1: C1=CC=C(C(=C1)C(C2=CC=C(C=C2)Cl)C(Cl)Cl)Cl. Drug 2: C1=NC2=C(N1)C(=S)N=CN2. Cell line: 786-0. Synergy scores: CSS=41.5, Synergy_ZIP=0.436, Synergy_Bliss=0.293, Synergy_Loewe=0.895, Synergy_HSA=0.490. (4) Drug 1: CC12CCC(CC1=CCC3C2CCC4(C3CC=C4C5=CN=CC=C5)C)O. Drug 2: CC(C)NC(=O)C1=CC=C(C=C1)CNNC.Cl. Cell line: SNB-19. Synergy scores: CSS=6.89, Synergy_ZIP=3.37, Synergy_Bliss=7.29, Synergy_Loewe=5.26, Synergy_HSA=6.39. (5) Drug 1: COC1=CC(=CC(=C1O)OC)C2C3C(COC3=O)C(C4=CC5=C(C=C24)OCO5)OC6C(C(C7C(O6)COC(O7)C8=CC=CS8)O)O. Drug 2: C1C(C(OC1N2C=NC3=C2NC=NCC3O)CO)O. Cell line: MDA-MB-231. Synergy scores: CSS=33.1, Synergy_ZIP=-0.224, Synergy_Bliss=-0.506, Synergy_Loewe=-0.471, Synergy_HSA=1.20.